This data is from Reaction yield outcomes from USPTO patents with 853,638 reactions. The task is: Predict the reaction yield, written as a fraction of the theoretical maximum amount of product (1.0 means a 100% yield; for example, 0.34 means a 34% yield). (1) The reactants are C(OC([NH:8][C@:9]1([C:18]([OH:20])=[O:19])[CH2:11][C@H:10]1[C:12]1[CH:17]=[CH:16][CH:15]=[CH:14][CH:13]=1)=O)(C)(C)C.Cl.O1CCOCC1. The catalyst is C(OCC)C. The product is [NH2:8][C@@:9]1([C:18]([OH:20])=[O:19])[CH2:11][C@@H:10]1[C:12]1[CH:17]=[CH:16][CH:15]=[CH:14][CH:13]=1. The yield is 0.840. (2) The reactants are [OH:1][C@@:2]([C:33]1[CH:42]=[CH:41][C:40]2[C:35](=[CH:36][CH:37]=[C:38]([C:43]([NH:45][CH3:46])=[O:44])[CH:39]=2)[CH:34]=1)([C:9]1[N:10]=[CH:11][N:12]([C:14]([C:27]2[CH:32]=[CH:31][CH:30]=[CH:29][CH:28]=2)([C:21]2[CH:26]=[CH:25][CH:24]=[CH:23][CH:22]=2)[C:15]2[CH:20]=[CH:19][CH:18]=[CH:17][CH:16]=2)[CH:13]=1)[CH2:3][C:4](OCC)=[O:5].[BH4-].[Na+].[Cl-].[Ca+2].[Cl-].Cl. The catalyst is C(OCC)(=O)C.O.C(O)C.C1COCC1. The product is [OH:1][C@@:2]([C:33]1[CH:34]=[C:35]2[C:40](=[CH:41][CH:42]=1)[CH:39]=[C:38]([C:43]([NH:45][CH3:46])=[O:44])[CH:37]=[CH:36]2)([C:9]1[N:10]=[CH:11][N:12]([C:14]([C:21]2[CH:26]=[CH:25][CH:24]=[CH:23][CH:22]=2)([C:27]2[CH:28]=[CH:29][CH:30]=[CH:31][CH:32]=2)[C:15]2[CH:20]=[CH:19][CH:18]=[CH:17][CH:16]=2)[CH:13]=1)[CH2:3][CH2:4][OH:5]. The yield is 0.890. (3) The reactants are [ClH:1].[CH3:2][O:3][CH2:4][C@H:5]1[CH2:10][NH:9][C@H:8]([CH3:11])[CH2:7][N:6]1[CH2:12][C:13]([N:15]1[C:23]2[C:18](=[CH:19][CH:20]=[C:21]([C:24]#[N:25])[CH:22]=2)[C:17]([CH3:27])([CH3:26])[CH2:16]1)=[O:14].[N-:28]=[N+:29]=[N-:30].[Na+].[Cl-].[NH4+]. The catalyst is CN(C=O)C. The product is [ClH:1].[CH3:27][C:17]1([CH3:26])[C:18]2[C:23](=[CH:22][C:21]([C:24]3[NH:30][N:29]=[N:28][N:25]=3)=[CH:20][CH:19]=2)[N:15]([C:13](=[O:14])[CH2:12][N:6]2[CH2:7][C@@H:8]([CH3:11])[NH:9][CH2:10][C@@H:5]2[CH2:4][O:3][CH3:2])[CH2:16]1. The yield is 0.0400. (4) The reactants are [Cl:1][C:2]1[CH:9]=[C:8]([O:10][CH2:11][CH2:12][CH2:13][CH:14]2[CH2:19][CH2:18][N:17]([CH3:20])[CH2:16][CH2:15]2)[CH:7]=[CH:6][C:3]=1[CH:4]=O.[CH3:21][C:22]1[CH:27]=[C:26]([CH3:28])[CH:25]=[C:24]([NH2:29])[C:23]=1[NH2:30]. No catalyst specified. The product is [Cl:1][C:2]1[CH:9]=[C:8]([O:10][CH2:11][CH2:12][CH2:13][CH:14]2[CH2:19][CH2:18][N:17]([CH3:20])[CH2:16][CH2:15]2)[CH:7]=[CH:6][C:3]=1[C:4]1[NH:29][C:24]2[CH:25]=[C:26]([CH3:28])[CH:27]=[C:22]([CH3:21])[C:23]=2[N:30]=1. The yield is 0.870. (5) The reactants are [C:1]([C@@H:3]1[CH2:8][CH2:7][N:6](C(OC(C)(C)C)=O)[C@@H:5]([C:16]2[CH:21]=[CH:20][C:19]([F:22])=[C:18]([F:23])[CH:17]=2)[CH2:4]1)#[N:2].C(#N)C.[ClH:27]. The catalyst is O1CCOCC1. The product is [ClH:27].[F:23][C:18]1[CH:17]=[C:16]([C@H:5]2[CH2:4][C@H:3]([C:1]#[N:2])[CH2:8][CH2:7][NH:6]2)[CH:21]=[CH:20][C:19]=1[F:22]. The yield is 0.960. (6) The reactants are Cl[C:2]1[CH:7]=[CH:6][C:5]([C:8]([NH:10][C@@H:11]([CH:19]2[CH2:24][CH2:23][CH2:22][CH2:21][CH2:20]2)[C:12]([O:14][C:15]([CH3:18])([CH3:17])[CH3:16])=[O:13])=[O:9])=[C:4]([NH:25][C:26]([NH:28][C:29]2[C:34]([CH3:35])=[CH:33][C:32]([CH3:36])=[CH:31][C:30]=2[CH3:37])=[O:27])[CH:3]=1.[F:38][C:39]([F:51])([F:50])[O:40][C:41]1[CH:46]=[CH:45][C:44](B(O)O)=[CH:43][CH:42]=1.[F-].[Cs+].O. The catalyst is C1CCC(P(C2CCCCC2)C2CCCCC2)CC1.C1CCC(P(C2CCCCC2)C2CCCCC2)CC1.Cl[Pd]Cl.CCCCCC.C(OCC)(=O)C.C(#N)C. The product is [CH:19]1([C@H:11]([NH:10][C:8]([C:5]2[CH:6]=[CH:7][C:2]([C:44]3[CH:43]=[CH:42][C:41]([O:40][C:39]([F:38])([F:50])[F:51])=[CH:46][CH:45]=3)=[CH:3][C:4]=2[NH:25][C:26]([NH:28][C:29]2[C:34]([CH3:35])=[CH:33][C:32]([CH3:36])=[CH:31][C:30]=2[CH3:37])=[O:27])=[O:9])[C:12]([O:14][C:15]([CH3:18])([CH3:17])[CH3:16])=[O:13])[CH2:24][CH2:23][CH2:22][CH2:21][CH2:20]1. The yield is 0.740. (7) The yield is 0.400. The product is [CH3:17][O:18][C:19](=[O:38])[C:20]1[CH:21]=[C:22]([N+:35]([O-:37])=[O:36])[CH:23]=[C:24]([C:2]2[CH:7]=[CH:6][C:5]([CH3:8])=[CH:4][N:3]=2)[CH:25]=1. The catalyst is COCCOC.O.C1C=CC([P]([Pd]([P](C2C=CC=CC=2)(C2C=CC=CC=2)C2C=CC=CC=2)([P](C2C=CC=CC=2)(C2C=CC=CC=2)C2C=CC=CC=2)[P](C2C=CC=CC=2)(C2C=CC=CC=2)C2C=CC=CC=2)(C2C=CC=CC=2)C2C=CC=CC=2)=CC=1. The reactants are Br[C:2]1[CH:7]=[CH:6][C:5]([CH3:8])=[CH:4][N:3]=1.[O-]P([O-])([O-])=O.[K+].[K+].[K+].[CH3:17][O:18][C:19](=[O:38])[C:20]1[CH:25]=[C:24](B2OC(C)(C)C(C)(C)O2)[CH:23]=[C:22]([N+:35]([O-:37])=[O:36])[CH:21]=1. (8) The reactants are C[O:2][C:3](=[O:28])[CH2:4][NH:5][C:6]1[CH:27]=[CH:26][C:9]2[C:10]3[N:14]([CH2:15][CH2:16][O:17][C:8]=2[CH:7]=1)[CH:13]=[C:12]([C:18]1[N:19]([CH:23]([CH3:25])[CH3:24])[N:20]=[CH:21][N:22]=1)[N:11]=3.O.[OH-].[Li+:31]. The catalyst is O1CCOCC1.O. The product is [Li+:31].[CH:23]([N:19]1[C:18]([C:12]2[N:11]=[C:10]3[N:14]([CH2:15][CH2:16][O:17][C:8]4[CH:7]=[C:6]([NH:5][CH2:4][C:3]([O-:28])=[O:2])[CH:27]=[CH:26][C:9]=43)[CH:13]=2)=[N:22][CH:21]=[N:20]1)([CH3:25])[CH3:24]. The yield is 0.810. (9) The reactants are [Cl:1][C:2]1[CH:3]=[C:4]([C@@H:9]([CH2:13][CH:14]2[CH2:19][CH2:18][CH2:17][CH2:16][O:15]2)[C:10]([OH:12])=O)[CH:5]=[CH:6][C:7]=1[Cl:8].F[P-](F)(F)(F)(F)F.N1(O[P+](N(C)C)(N(C)C)N(C)C)C2C=CC=CC=2N=N1.[NH2:47][C:48]1[S:49][CH:50]=[CH:51][N:52]=1.C(N(CC)CC)C. The catalyst is C(Cl)Cl.O. The product is [Cl:1][C:2]1[CH:3]=[C:4]([C@@H:9]([CH2:13][CH:14]2[CH2:19][CH2:18][CH2:17][CH2:16][O:15]2)[C:10]([NH:47][C:48]2[S:49][CH:50]=[CH:51][N:52]=2)=[O:12])[CH:5]=[CH:6][C:7]=1[Cl:8]. The yield is 0.570.